This data is from Peptide-MHC class II binding affinity with 134,281 pairs from IEDB. The task is: Regression. Given a peptide amino acid sequence and an MHC pseudo amino acid sequence, predict their binding affinity value. This is MHC class II binding data. (1) The peptide sequence is AYDTYKSIPSLEAAV. The MHC is DRB3_0101 with pseudo-sequence DRB3_0101. The binding affinity (normalized) is 0.171. (2) The peptide sequence is EKKYFAATQFEPLAY. The MHC is HLA-DQA10501-DQB10201 with pseudo-sequence HLA-DQA10501-DQB10201. The binding affinity (normalized) is 0.441. (3) The peptide sequence is IGNGGPCLFMRTVSH. The MHC is HLA-DQA10301-DQB10302 with pseudo-sequence HLA-DQA10301-DQB10302. The binding affinity (normalized) is 0.